Dataset: Forward reaction prediction with 1.9M reactions from USPTO patents (1976-2016). Task: Predict the product of the given reaction. The product is: [NH2:27][C:28]1[CH:29]=[CH:30][C:31]([O:7][S:5]([O:4][CH2:3][CH2:2][SH:1])(=[O:6])=[O:8])=[C:32]([CH:33]=1)[C:10]([OH:9])=[O:37]. Given the reactants [SH:1][CH2:2][CH2:3][O:4][S:5](=[O:8])(=[O:7])[OH:6].[OH:9][C:10]1C2N=NNC=2C=CC=1.[CH2:31]1[CH2:32][CH2:33][CH:28]([N:27]=C=[N:27][CH:28]2[CH2:33][CH2:32][CH2:31][CH2:30][CH2:29]2)[CH2:29][CH2:30]1.CN(C)C=[O:37], predict the reaction product.